Task: Predict which catalyst facilitates the given reaction.. Dataset: Catalyst prediction with 721,799 reactions and 888 catalyst types from USPTO (1) Reactant: [NH2:1][C:2]1[CH:11]=[C:10]2[C:5]([CH2:6][CH2:7][CH2:8][N:9]2[CH3:12])=[CH:4][CH:3]=1.N1C=CC=CC=1.Cl[C:20](OC1C=CC=CC=1)=[O:21].C(N(CC)CC)C.[CH3:36][C@@H:37]1[CH2:42][N:41]([C:43]2[C:48]([C:49]([F:52])([F:51])[F:50])=[CH:47][CH:46]=[CH:45][N:44]=2)[CH2:40][CH2:39][NH:38]1. Product: [CH3:36][C@@H:37]1[CH2:42][N:41]([C:43]2[C:48]([C:49]([F:52])([F:50])[F:51])=[CH:47][CH:46]=[CH:45][N:44]=2)[CH2:40][CH2:39][N:38]1[C:20]([NH:1][C:2]1[CH:11]=[C:10]2[C:5]([CH2:6][CH2:7][CH2:8][N:9]2[CH3:12])=[CH:4][CH:3]=1)=[O:21]. The catalyst class is: 2. (2) Reactant: FC(F)(F)C([NH:5][C:6]1[CH:11]=[CH:10][C:9]([C:12]#[C:13][CH2:14][CH2:15][CH2:16][CH2:17][OH:18])=[CH:8][CH:7]=1)=O.[OH-].[K+]. Product: [NH2:5][C:6]1[CH:7]=[CH:8][C:9]([C:12]#[C:13][CH2:14][CH2:15][CH2:16][CH2:17][OH:18])=[CH:10][CH:11]=1. The catalyst class is: 41. (3) Reactant: [CH3:1][N:2]1[CH:6]=[C:5]([C:7]2[CH:39]=[CH:38][C:10]3[N:11]([C:14]4[S:18][C:17]([C:19]([NH2:21])=[O:20])=[C:16]([O:22][CH:23]([C:25]5[CH:30]=[CH:29][CH:28]=[C:27]([O:31][CH:32]6[CH2:37][CH2:36][NH:35][CH2:34][CH2:33]6)[CH:26]=5)[CH3:24])[CH:15]=4)[CH:12]=[N:13][C:9]=3[CH:8]=2)[CH:4]=[N:3]1.[CH3:40]C(OCC1C2C(=CC=CC=2)C(COC(C)=O)=C2C=1C=CC=C2)=O.C=O.C(O[BH-](OC(=O)C)OC(=O)C)(=O)C.[Na+].[OH-].[Na+]. Product: [CH3:40][N:35]1[CH2:34][CH2:33][CH:32]([O:31][C:27]2[CH:26]=[C:25]([CH:23]([O:22][C:16]3[CH:15]=[C:14]([N:11]4[C:10]5[CH:38]=[CH:39][C:7]([C:5]6[CH:4]=[N:3][N:2]([CH3:1])[CH:6]=6)=[CH:8][C:9]=5[N:13]=[CH:12]4)[S:18][C:17]=3[C:19]([NH2:21])=[O:20])[CH3:24])[CH:30]=[CH:29][CH:28]=2)[CH2:37][CH2:36]1. The catalyst class is: 61. (4) Reactant: [N+:1]([C:4]1[CH:12]=[C:11]2[C:7]([CH:8]=[CH:9][NH:10]2)=[CH:6][CH:5]=1)([O-:3])=[O:2].[H-].[Na+].I[CH2:16][CH3:17].O. Product: [CH2:16]([N:10]1[C:11]2[C:7](=[CH:6][CH:5]=[C:4]([N+:1]([O-:3])=[O:2])[CH:12]=2)[CH:8]=[CH:9]1)[CH3:17]. The catalyst class is: 9. (5) Reactant: Cl.O1CCOCC1.[NH2:8][C:9]1[N:10]=[CH:11][C:12]([C:26]2[CH2:27][CH2:28][N:29](C(OC(C)(C)C)=O)[CH2:30][CH:31]=2)=[N:13][C:14]=1[C:15]1[N:19]=[C:18]([C:20]2[CH:25]=[CH:24][CH:23]=[CH:22][CH:21]=2)[O:17][N:16]=1. Product: [C:20]1([C:18]2[O:17][N:16]=[C:15]([C:14]3[C:9]([NH2:8])=[N:10][CH:11]=[C:12]([C:26]4[CH2:27][CH2:28][NH:29][CH2:30][CH:31]=4)[N:13]=3)[N:19]=2)[CH:21]=[CH:22][CH:23]=[CH:24][CH:25]=1. The catalyst class is: 5. (6) Reactant: [CH2:1]([C@@H:8]1[NH:13][CH2:12][CH2:11][N:10]([C:14]2[CH:19]=[CH:18][C:17]([O:20][CH3:21])=[C:16]([O:22][CH:23]3[CH2:27][CH2:26][CH2:25][CH2:24]3)[CH:15]=2)[CH2:9]1)[C:2]1[CH:7]=[CH:6][CH:5]=[CH:4][CH:3]=1.[O:28]=[C:29]1[NH:33][CH:32]([C:34](O)=[O:35])[CH2:31][NH:30]1.C(N(C(C)C)CC)(C)C.C1CN([P+](ON2N=NC3C=CC=CC2=3)(N2CCCC2)N2CCCC2)CC1.F[P-](F)(F)(F)(F)F. Product: [CH2:1]([C@H:8]1[CH2:9][N:10]([C:14]2[CH:19]=[CH:18][C:17]([O:20][CH3:21])=[C:16]([O:22][CH:23]3[CH2:27][CH2:26][CH2:25][CH2:24]3)[CH:15]=2)[CH2:11][CH2:12][N:13]1[C:34]([CH:32]1[CH2:31][NH:30][C:29](=[O:28])[NH:33]1)=[O:35])[C:2]1[CH:3]=[CH:4][CH:5]=[CH:6][CH:7]=1. The catalyst class is: 59.